This data is from Forward reaction prediction with 1.9M reactions from USPTO patents (1976-2016). The task is: Predict the product of the given reaction. (1) Given the reactants [C:1]([O:9][CH2:10][CH3:11])(=[O:8])[CH2:2][C:3]([O:5][CH2:6][CH3:7])=[O:4].[H-].[Na+].F[C:15]1[CH:20]=[C:19]([F:21])[CH:18]=[CH:17][C:16]=1[N+:22]([O-:24])=[O:23].[NH4+].[Cl-], predict the reaction product. The product is: [F:21][C:19]1[CH:18]=[CH:17][C:16]([N+:22]([O-:24])=[O:23])=[C:15]([CH:2]([C:3]([O:5][CH2:6][CH3:7])=[O:4])[C:1]([O:9][CH2:10][CH3:11])=[O:8])[CH:20]=1. (2) Given the reactants [CH:1]([C:4]1[CH:5]=[C:6]([C:18]([OH:20])=[O:19])[CH:7]=[C:8]2[C:13]=1[O:12][C:11]([CH3:15])([CH3:14])[CH2:10][C:9]2([CH3:17])[CH3:16])([CH3:3])[CH3:2].[CH2:21]([O:28][C:29](=[O:39])[CH:30]=[CH:31][C:32]1[CH:37]=[CH:36][C:35](O)=[CH:34][CH:33]=1)[C:22]1[CH:27]=[CH:26][CH:25]=[CH:24][CH:23]=1.Cl.CN(C)CCCN=C=NCC.C(OCC)(=O)C, predict the reaction product. The product is: [CH2:21]([O:28][C:29]([CH:30]=[CH:31][C:32]1[CH:37]=[CH:36][C:35]([O:19][C:18]([C:6]2[CH:7]=[C:8]3[C:13](=[C:4]([CH:1]([CH3:3])[CH3:2])[CH:5]=2)[O:12][C:11]([CH3:14])([CH3:15])[CH2:10][C:9]3([CH3:17])[CH3:16])=[O:20])=[CH:34][CH:33]=1)=[O:39])[C:22]1[CH:23]=[CH:24][CH:25]=[CH:26][CH:27]=1. (3) The product is: [CH3:25][C:22]([O:21][C:20]([NH:19][C@@H:16]1[CH2:17][CH2:18][N:14]([C:2]2[C:3]([C:4]([O:6][CH:7]([CH3:9])[CH3:8])=[O:5])=[CH:10][CH:11]=[CH:12][N:13]=2)[CH2:15]1)=[O:26])([CH3:23])[CH3:24]. Given the reactants Cl[C:2]1[N:13]=[CH:12][CH:11]=[CH:10][C:3]=1[C:4]([O:6][CH:7]([CH3:9])[CH3:8])=[O:5].[NH:14]1[CH2:18][CH2:17][C@@H:16]([NH:19][C:20](=[O:26])[O:21][C:22]([CH3:25])([CH3:24])[CH3:23])[CH2:15]1.CCN(CC)CC, predict the reaction product. (4) Given the reactants O.[OH-].[Li+].[CH3:4][C:5]([CH3:19])([CH3:18])[C:6]#[C:7][C:8]1[N:13]=[CH:12][C:11]([C:14]([O:16]C)=[O:15])=[CH:10][N:9]=1.Cl, predict the reaction product. The product is: [CH3:4][C:5]([CH3:19])([CH3:18])[C:6]#[C:7][C:8]1[N:13]=[CH:12][C:11]([C:14]([OH:16])=[O:15])=[CH:10][N:9]=1. (5) The product is: [Cl:23][C:17]1[CH:18]=[C:19]([Cl:22])[CH:20]=[CH:21][C:16]=1[C:14]1[N:13]=[C:12]([CH2:24][O:25][C:26]2[CH:31]=[CH:30][C:29]([C:32]3[CH:37]=[CH:36][C:35]([O:38][C:41]4[CH:46]=[CH:45][C:44]([C:47]([F:50])([F:49])[F:48])=[CH:43][CH:42]=4)=[CH:34][CH:33]=3)=[CH:28][CH:27]=2)[N:11]([CH2:10][C:7]2[CH:6]=[CH:5][C:4]([C:3]([OH:2])=[O:39])=[CH:9][CH:8]=2)[CH:15]=1. Given the reactants C[O:2][C:3](=[O:39])[C:4]1[CH:9]=[CH:8][C:7]([CH2:10][N:11]2[CH:15]=[C:14]([C:16]3[CH:21]=[CH:20][C:19]([Cl:22])=[CH:18][C:17]=3[Cl:23])[N:13]=[C:12]2[CH2:24][O:25][C:26]2[CH:31]=[CH:30][C:29]([C:32]3[CH:37]=[CH:36][C:35]([OH:38])=[CH:34][CH:33]=3)=[CH:28][CH:27]=2)=[CH:6][CH:5]=1.F[C:41]1[CH:46]=[CH:45][C:44]([C:47]([F:50])([F:49])[F:48])=[CH:43][CH:42]=1.C1(OC(F)(F)F)C=CC=CC=1, predict the reaction product. (6) Given the reactants [NH:1]1[CH2:6][CH2:5][O:4][CH2:3][CH2:2]1.[Cl:7][C:8]1[CH:13]=[C:12]([N+:14]([O-:16])=[O:15])[CH:11]=[CH:10][C:9]=1F.CCN(CC)CC, predict the reaction product. The product is: [Cl:7][C:8]1[CH:13]=[C:12]([N+:14]([O-:16])=[O:15])[CH:11]=[CH:10][C:9]=1[N:1]1[CH2:6][CH2:5][O:4][CH2:3][CH2:2]1.